From a dataset of Peptide-MHC class II binding affinity with 134,281 pairs from IEDB. Regression. Given a peptide amino acid sequence and an MHC pseudo amino acid sequence, predict their binding affinity value. This is MHC class II binding data. (1) The peptide sequence is YDKFLANVSTMLTGK. The MHC is DRB1_0802 with pseudo-sequence DRB1_0802. The binding affinity (normalized) is 0.889. (2) The peptide sequence is GELQIVDKIDANFKI. The MHC is DRB1_0401 with pseudo-sequence DRB1_0401. The binding affinity (normalized) is 0.437. (3) The peptide sequence is EEMFKKRNLTIMDLH. The MHC is DRB1_0701 with pseudo-sequence DRB1_0701. The binding affinity (normalized) is 0.192. (4) The peptide sequence is DKIKLNAKMNILI. The MHC is DRB1_1101 with pseudo-sequence DRB1_1101. The binding affinity (normalized) is 0.213. (5) The peptide sequence is AFITDGDNLFPKV. The binding affinity (normalized) is 0.461. The MHC is HLA-DQA10501-DQB10201 with pseudo-sequence HLA-DQA10501-DQB10201.